This data is from Full USPTO retrosynthesis dataset with 1.9M reactions from patents (1976-2016). The task is: Predict the reactants needed to synthesize the given product. (1) Given the product [CH:22]1([CH:25]([C:21]2[C:16]([F:15])=[N:17][CH:18]=[CH:19][CH:20]=2)[OH:26])[CH2:24][CH2:23]1, predict the reactants needed to synthesize it. The reactants are: C(NC(C)C)(C)C.[Cl-].[Li+].C([Li])CCC.[F:15][C:16]1[CH:21]=[CH:20][CH:19]=[CH:18][N:17]=1.[CH:22]1([CH:25]=[O:26])[CH2:24][CH2:23]1. (2) Given the product [CH2:1]([C:5]1[N:6]([CH2:20][C:21]2[CH:22]=[CH:23][C:24]([C:27]3[C:28]([C:33]#[N:34])=[CH:29][CH:30]=[CH:31][CH:32]=3)=[CH:25][CH:26]=2)[C:7](=[O:19])[C:8]([CH2:12][CH:13]([OH:18])[C:14]([CH3:16])([CH3:17])[CH3:15])=[C:9]([CH3:11])[N:10]=1)[CH2:2][CH2:3][CH3:4], predict the reactants needed to synthesize it. The reactants are: [CH2:1]([C:5]1[N:6]([CH2:20][C:21]2[CH:26]=[CH:25][C:24]([C:27]3[C:28]([C:33]#[N:34])=[CH:29][CH:30]=[CH:31][CH:32]=3)=[CH:23][CH:22]=2)[C:7](=[O:19])[C:8]([CH2:12][C:13](=[O:18])[C:14]([CH3:17])([CH3:16])[CH3:15])=[C:9]([CH3:11])[N:10]=1)[CH2:2][CH2:3][CH3:4].C(OCC)(=O)C.O. (3) Given the product [CH2:2]([C:6]1[CH:11]=[CH:10][C:9]([C:12]2[CH:17]=[CH:16][C:15]3[C:28]4[CH2:27][C:26]5[C:30](=[CH:31][CH:32]=[C:24]([C:22]([OH:23])=[O:21])[CH:25]=5)[C:29]=4[NH:18][C:14]=3[CH:13]=2)=[CH:8][CH:7]=1)[CH2:3][CH2:4][CH3:5], predict the reactants needed to synthesize it. The reactants are: Cl.[CH2:2]([C:6]1[CH:11]=[CH:10][C:9]([C:12]2[CH:17]=[CH:16][CH:15]=[C:14]([NH:18]N)[CH:13]=2)=[CH:8][CH:7]=1)[CH2:3][CH2:4][CH3:5].C[O:21][C:22]([C:24]1[CH:25]=[C:26]2[C:30](=[CH:31][CH:32]=1)[C:29](=O)[CH2:28][CH2:27]2)=[O:23]. (4) The reactants are: [CH3:1][N:2]([CH2:4][CH2:5][N:6]1[C:20](=[O:21])[C:15]2=[CH:16][C:17]([NH2:19])=[CH:18][C:13]3[C:14]2=[C:9]([CH:10]=[CH:11][CH:12]=3)[C:7]1=[O:8])[CH3:3].[Cl:22][C:23]([Cl:30])([Cl:29])[C:24]([N:26]=[C:27]=[O:28])=[O:25]. Given the product [Cl:22][C:23]([Cl:30])([Cl:29])[C:24]([NH:26][C:27]([NH:19][C:17]1[CH:18]=[C:13]2[CH:12]=[CH:11][CH:10]=[C:9]3[C:14]2=[C:15]([CH:16]=1)[C:20](=[O:21])[N:6]([CH2:5][CH2:4][N:2]([CH3:1])[CH3:3])[C:7]3=[O:8])=[O:28])=[O:25], predict the reactants needed to synthesize it. (5) Given the product [Cl:1][C:2]1[N:6]([CH2:15][CH:14]([O:17][CH2:18][CH3:19])[O:13][CH2:11][CH3:12])[C:5]2[CH:7]=[CH:8][CH:9]=[CH:10][C:4]=2[N:3]=1, predict the reactants needed to synthesize it. The reactants are: [Cl:1][C:2]1[NH:6][C:5]2[CH:7]=[CH:8][CH:9]=[CH:10][C:4]=2[N:3]=1.[CH2:11]([O:13][CH:14]([O:17][CH2:18][CH3:19])[CH2:15]Br)[CH3:12].CCO.[OH-].[Na+]. (6) Given the product [Br:8][C:5]1[CH:6]=[CH:7][C:2]([N:9]2[CH2:14][CH2:13][S:12](=[O:16])(=[O:15])[CH2:11][CH2:10]2)=[CH:3][CH:4]=1, predict the reactants needed to synthesize it. The reactants are: Br[C:2]1[CH:7]=[CH:6][C:5]([Br:8])=[CH:4][CH:3]=1.[NH:9]1[CH2:14][CH2:13][S:12](=[O:16])(=[O:15])[CH2:11][CH2:10]1.C1C=CC(P(C2C(C3C(P(C4C=CC=CC=4)C4C=CC=CC=4)=CC=C4C=3C=CC=C4)=C3C(C=CC=C3)=CC=2)C2C=CC=CC=2)=CC=1.C([O-])([O-])=O.[Cs+].[Cs+]. (7) Given the product [C:1]1([N:7]2[C:8]3[C:9]([C:15]4[CH:20]=[CH:19][CH:18]=[CH:17][CH:16]=4)=[CH:10][CH:11]=[CH:12][C:13]=3[N:14]=[C:21]2[C:22]2[CH:27]=[CH:26][CH:25]=[CH:24][CH:23]=2)[CH:6]=[CH:5][CH:4]=[CH:3][CH:2]=1, predict the reactants needed to synthesize it. The reactants are: [C:1]1([NH:7][C:8]2[C:13]([NH2:14])=[CH:12][CH:11]=[CH:10][C:9]=2[C:15]2[CH:20]=[CH:19][CH:18]=[CH:17][CH:16]=2)[CH:6]=[CH:5][CH:4]=[CH:3][CH:2]=1.[CH:21](=O)[C:22]1[CH:27]=[CH:26][CH:25]=[CH:24][CH:23]=1.S(=O)(O)[O-].[Na+].[Li+].[Cl-]. (8) Given the product [Br:30][C:3]1[N:4]2[CH:9]=[C:8]([C:10]3[CH:11]=[C:12]([NH:18][S:19]([C:22]4[CH:27]=[CH:26][C:25]([F:28])=[CH:24][C:23]=4[F:29])(=[O:20])=[O:21])[C:13]([O:16][CH3:17])=[N:14][CH:15]=3)[CH:7]=[CH:6][C:5]2=[N:1][N:2]=1, predict the reactants needed to synthesize it. The reactants are: [N:1]1[N:2]=[CH:3][N:4]2[CH:9]=[C:8]([C:10]3[CH:11]=[C:12]([NH:18][S:19]([C:22]4[CH:27]=[CH:26][C:25]([F:28])=[CH:24][C:23]=4[F:29])(=[O:21])=[O:20])[C:13]([O:16][CH3:17])=[N:14][CH:15]=3)[CH:7]=[CH:6][C:5]=12.[Br:30]N1C(=O)CCC1=O. (9) The reactants are: [CH2:1]([N:8]1[CH:12]=[C:11]([C:13](OCC)=[O:14])[C:10]([O:18][CH2:19][C:20]2[CH:25]=[CH:24][C:23]([O:26][CH2:27][C:28]3[N:29]=[C:30]([C:34]4[O:35][CH:36]=[CH:37][CH:38]=4)[O:31][C:32]=3[CH3:33])=[C:22]([O:39][CH2:40][C:41]3[CH:46]=[CH:45][CH:44]=[CH:43][CH:42]=3)[CH:21]=2)=[N:9]1)[C:2]1[CH:7]=[CH:6][CH:5]=[CH:4][CH:3]=1.[H-].[Al+3].[Li+].[H-].[H-].[H-].O.O.O.O.O.O.O.O.O.O.S([O-])([O-])(=O)=O.[Na+].[Na+]. Given the product [CH2:1]([N:8]1[CH:12]=[C:11]([CH2:13][OH:14])[C:10]([O:18][CH2:19][C:20]2[CH:25]=[CH:24][C:23]([O:26][CH2:27][C:28]3[N:29]=[C:30]([C:34]4[O:35][CH:36]=[CH:37][CH:38]=4)[O:31][C:32]=3[CH3:33])=[C:22]([O:39][CH2:40][C:41]3[CH:42]=[CH:43][CH:44]=[CH:45][CH:46]=3)[CH:21]=2)=[N:9]1)[C:2]1[CH:7]=[CH:6][CH:5]=[CH:4][CH:3]=1, predict the reactants needed to synthesize it. (10) The reactants are: [Br:1][C:2]1[CH:8]=[CH:7][C:5]([NH2:6])=[CH:4][C:3]=1[F:9].[S-:10][C:11]#[N:12].[K+].BrBr. Given the product [Br:1][C:2]1[C:3]([F:9])=[CH:4][C:5]2[N:6]=[C:11]([NH2:12])[S:10][C:7]=2[CH:8]=1, predict the reactants needed to synthesize it.